Regression. Given a peptide amino acid sequence and an MHC pseudo amino acid sequence, predict their binding affinity value. This is MHC class II binding data. From a dataset of Peptide-MHC class II binding affinity with 134,281 pairs from IEDB. (1) The peptide sequence is AAGAQLLWQLPLLSI. The MHC is HLA-DPA10201-DPB10501 with pseudo-sequence HLA-DPA10201-DPB10501. The binding affinity (normalized) is 0.615. (2) The peptide sequence is YEAFVLHFSEALHII. The MHC is DRB3_0101 with pseudo-sequence DRB3_0101. The binding affinity (normalized) is 0.585. (3) The peptide sequence is MFISDTPGERNPYEN. The MHC is H-2-IAb with pseudo-sequence H-2-IAb. The binding affinity (normalized) is 0.130.